From a dataset of Forward reaction prediction with 1.9M reactions from USPTO patents (1976-2016). Predict the product of the given reaction. (1) Given the reactants [F:1][C:2]1[CH:3]=[C:4]2[C:10](B3OC(C)(C)C(C)(C)O3)=[CH:9][N:8]([S:20]([C:23]3[CH:28]=[CH:27][C:26]([CH3:29])=[CH:25][CH:24]=3)(=[O:22])=[O:21])[C:5]2=[N:6][CH:7]=1.Cl[C:31]1[N:36]=[C:35]([NH:37][CH:38]([C:45]2([CH3:50])[CH2:49][CH2:48][CH2:47][CH2:46]2)[CH2:39][C:40]([O:42][CH2:43][CH3:44])=[O:41])[C:34]([F:51])=[CH:33][C:32]=1[C:52]#[N:53].ClC1N=C(N[C@@H](C2(C)CCCC2)CC(OCC)=O)C(F)=CC=1C#N.[O-]P([O-])([O-])=O.[K+].[K+].[K+].CC(C1C=C(C(C)C)C(C2C=CC=CC=2P(C2CCCCC2)C2CCCCC2)=C(C(C)C)C=1)C, predict the reaction product. The product is: [C:52]([C:32]1[CH:33]=[C:34]([F:51])[C:35]([NH:37][C@@H:38]([C:45]2([CH3:50])[CH2:46][CH2:47][CH2:48][CH2:49]2)[CH2:39][C:40]([O:42][CH2:43][CH3:44])=[O:41])=[N:36][C:31]=1[C:10]1[C:4]2[C:5](=[N:6][CH:7]=[C:2]([F:1])[CH:3]=2)[N:8]([S:20]([C:23]2[CH:28]=[CH:27][C:26]([CH3:29])=[CH:25][CH:24]=2)(=[O:22])=[O:21])[CH:9]=1)#[N:53]. (2) Given the reactants [CH2:1]([OH:36])[C@@H:2]1[O:7][C@H:6]([O:8][C@:3]2([OH:35])[C@@H:4]([OH:34])[C@H:5]([OH:33])[C@@H:6]([O:8][C@:3]3([OH:35])[C@@H:4]([OH:34])[C@H:5]([OH:33])[C@@H:6]([OH:8])[O:7][C@H:2]3[CH2:1][OH:36])[O:7][C@H:2]2[CH2:1][OH:36])[C@@H:5]([OH:33])[C@H:4]([OH:34])[C@H:3]1[OH:35].C(O)[C@H]1O[C@@H](O[C@H]2[C@H](O)[C@@H](O)[C@H](O)O[C@@H]2CO)[C@H](O)[C@@H](O)[C@@H]1O, predict the reaction product. The product is: [O:8]=[CH:6][C@@H:5]([C@H:4]([C@@H:3]([C@@H:2]([CH2:1][OH:36])[OH:7])[OH:35])[OH:34])[OH:33]. (3) Given the reactants [N+:1]([C:4]1[CH:5]=[C:6]([NH:10][C:11]([N:13]2[CH2:17][CH2:16][CH2:15][CH2:14]2)=[O:12])[CH:7]=[CH:8][CH:9]=1)([O-])=O, predict the reaction product. The product is: [NH2:1][C:4]1[CH:5]=[C:6]([NH:10][C:11]([N:13]2[CH2:17][CH2:16][CH2:15][CH2:14]2)=[O:12])[CH:7]=[CH:8][CH:9]=1. (4) Given the reactants CC(OI1(OC(C)=O)(OC(C)=O)OC(=O)C2C=CC=CC1=2)=O.[C:23]([SiH2:27][O:28][C:29]([CH3:42])([CH3:41])[C:30]1[CH:31]=[C:32]([CH2:39][OH:40])[CH:33]=[C:34]([N:36]([CH3:38])[CH3:37])[CH:35]=1)([CH3:26])([CH3:25])[CH3:24].C(=O)(O)[O-].[Na+], predict the reaction product. The product is: [C:23]([SiH2:27][O:28][C:29]([CH3:42])([CH3:41])[C:30]1[CH:31]=[C:32]([CH:33]=[C:34]([N:36]([CH3:38])[CH3:37])[CH:35]=1)[CH:39]=[O:40])([CH3:26])([CH3:25])[CH3:24]. (5) Given the reactants [O:1]1[CH:10]2[N:5]([CH2:6][CH:7]=[CH:8][O:9]2)[CH2:4][CH2:3][CH2:2]1.[N-]=C=O, predict the reaction product. The product is: [O:1]1[CH:10]2[N:5]([CH2:6][CH:7]=[CH:8][O:9]2)[CH2:4][CH2:3][CH2:2]1.[NH2:5][C:10]([O:1][CH2:2][CH3:3])=[O:9]. (6) Given the reactants [C:1]([O:5][C:6]([N:8]1[CH2:13][CH:12]=[C:11]([C:14]2[CH:15]=[N:16][CH:17]=[C:18]([C:20]3[CH:21]=[C:22]4[C:27](=[CH:28][CH:29]=3)[N:26]([CH3:30])[C:25](=[O:31])[CH2:24][CH2:23]4)[CH:19]=2)[CH2:10][CH2:9]1)=[O:7])([CH3:4])([CH3:3])[CH3:2].[H][H], predict the reaction product. The product is: [C:1]([O:5][C:6]([N:8]1[CH2:13][CH2:12][CH:11]([C:14]2[CH:15]=[N:16][CH:17]=[C:18]([C:20]3[CH:21]=[C:22]4[C:27](=[CH:28][CH:29]=3)[N:26]([CH3:30])[C:25](=[O:31])[CH2:24][CH2:23]4)[CH:19]=2)[CH2:10][CH2:9]1)=[O:7])([CH3:4])([CH3:3])[CH3:2].